Dataset: Catalyst prediction with 721,799 reactions and 888 catalyst types from USPTO. Task: Predict which catalyst facilitates the given reaction. (1) Reactant: [C:1]1([S:7]([CH2:10][C:11]2[C:16]([C:17]([O:19][CH3:20])=[O:18])=[C:15]([O:21][CH3:22])[C:14](Br)=[CH:13][CH:12]=2)(=[O:9])=[O:8])[CH:6]=[CH:5][CH:4]=[CH:3][CH:2]=1.P([O-])([O-])([O-])=O.[K+].[K+].[K+].[CH2:32]1COC[CH2:33]1. Product: [C:1]1([S:7]([CH2:10][C:11]2[C:16]([C:17]([O:19][CH3:20])=[O:18])=[C:15]([O:21][CH3:22])[C:14]([CH2:32][CH3:33])=[CH:13][CH:12]=2)(=[O:9])=[O:8])[CH:6]=[CH:5][CH:4]=[CH:3][CH:2]=1. The catalyst class is: 6. (2) Reactant: [Cl:1][C:2]1[CH:10]=[CH:9][CH:8]=[C:7]2[C:3]=1[C:4]([C:16]([OH:18])=O)=[CH:5][N:6]2[CH2:11][CH:12]1[CH2:15][CH2:14][O:13]1.C1C=CC2N(O)N=NC=2C=1.CCN=C=NCCCN(C)C.[NH2:40][CH2:41][C:42]1([OH:50])[CH2:47][CH2:46][C:45]([F:49])([F:48])[CH2:44][CH2:43]1. Product: [Cl:1][C:2]1[CH:10]=[CH:9][CH:8]=[C:7]2[C:3]=1[C:4]([C:16]([NH:40][CH2:41][C:42]1([OH:50])[CH2:43][CH2:44][C:45]([F:49])([F:48])[CH2:46][CH2:47]1)=[O:18])=[CH:5][N:6]2[CH2:11][CH:12]1[CH2:15][CH2:14][O:13]1. The catalyst class is: 2. (3) Reactant: [O:1]=[C:2]1[NH:6][CH2:5][C@@H:4]([C:7]([O:9][CH2:10][C:11]2[CH:16]=[CH:15][CH:14]=[CH:13][CH:12]=2)=[O:8])[N:3]1[C:17]([O:19][CH2:20][C:21]1[CH:26]=[CH:25][CH:24]=[CH:23][CH:22]=1)=[O:18].C([O-])([O-])=O.[K+].[K+].Br[CH2:34][C:35]([O:37][CH2:38][CH3:39])=[O:36]. Product: [CH2:38]([O:37][C:35](=[O:36])[CH2:34][N:6]1[CH2:5][C@@H:4]([C:7]([O:9][CH2:10][C:11]2[CH:16]=[CH:15][CH:14]=[CH:13][CH:12]=2)=[O:8])[N:3]([C:17]([O:19][CH2:20][C:21]2[CH:26]=[CH:25][CH:24]=[CH:23][CH:22]=2)=[O:18])[C:2]1=[O:1])[CH3:39]. The catalyst class is: 57. (4) Reactant: [Cl:1][C:2]1[CH:3]=[C:4]([CH2:8][CH2:9][O:10][CH2:11][CH2:12][C:13]([O:15]C(C)(C)C)=[O:14])[CH:5]=[CH:6][CH:7]=1.FC(F)(F)C(O)=O. Product: [Cl:1][C:2]1[CH:3]=[C:4]([CH2:8][CH2:9][O:10][CH2:11][CH2:12][C:13]([OH:15])=[O:14])[CH:5]=[CH:6][CH:7]=1. The catalyst class is: 4. (5) Reactant: [CH3:1][Sn:2]([CH3:8])([CH3:7])[Sn:2]([CH3:8])([CH3:7])[CH3:1].[CH:9]1([C:12]2[N:23]=[C:15]3[C:16]([O:21][CH3:22])=[CH:17][CH:18]=[C:19](I)[N:14]3[N:13]=2)[CH2:11][CH2:10]1.[F-].[K+]. Product: [CH:9]1([C:12]2[N:23]=[C:15]3[C:16]([O:21][CH3:22])=[CH:17][CH:18]=[C:19]([Sn:2]([CH3:8])([CH3:7])[CH3:1])[N:14]3[N:13]=2)[CH2:11][CH2:10]1. The catalyst class is: 11.